Dataset: Reaction yield outcomes from USPTO patents with 853,638 reactions. Task: Predict the reaction yield, written as a fraction of the theoretical maximum amount of product (1.0 means a 100% yield; for example, 0.34 means a 34% yield). (1) The reactants are [C:1]([O:4][C@H:5]([CH2:21][N:22]1[CH2:26][CH2:25][CH2:24][CH2:23]1)[CH2:6][O:7][C:8]1[CH:17]=[C:16]2[C:11]([C:12](Cl)=[N:13][CH:14]=[N:15]2)=[CH:10][C:9]=1[O:19][CH3:20])(=[O:3])[CH3:2].[F:27][C:28]1[C:36]([OH:37])=[CH:35][CH:34]=[C:33]2[C:29]=1[CH:30]=[C:31]([CH3:38])[NH:32]2.C(=O)([O-])[O-].[K+].[K+]. The catalyst is CN(C=O)C. The product is [C:1]([O:4][C@H:5]([CH2:21][N:22]1[CH2:26][CH2:25][CH2:24][CH2:23]1)[CH2:6][O:7][C:8]1[CH:17]=[C:16]2[C:11]([C:12]([O:37][C:36]3[C:28]([F:27])=[C:29]4[C:33](=[CH:34][CH:35]=3)[NH:32][C:31]([CH3:38])=[CH:30]4)=[N:13][CH:14]=[N:15]2)=[CH:10][C:9]=1[O:19][CH3:20])(=[O:3])[CH3:2]. The yield is 0.810. (2) The reactants are [NH2:1][C:2]1[C:7]2=[C:8]([C:24]3[CH:29]=[CH:28][C:27]([NH:30][C:31]([NH:33][C:34]4[CH:39]=[C:38]([C:40]([F:43])([F:42])[F:41])[CH:37]=[CH:36][C:35]=4[F:44])=[O:32])=[C:26]([Cl:45])[CH:25]=3)[CH:9]=[C:10]([CH:11]3[CH2:16][CH2:15][N:14](C(OC(C)(C)C)=O)[CH2:13][CH2:12]3)[N:6]2[N:5]=[CH:4][N:3]=1.C(O)(C(F)(F)F)=O.C(OCC)(=O)C. The yield is 0.870. The catalyst is ClCCCl. The product is [NH2:1][C:2]1[C:7]2=[C:8]([C:24]3[CH:29]=[CH:28][C:27]([NH:30][C:31]([NH:33][C:34]4[CH:39]=[C:38]([C:40]([F:43])([F:41])[F:42])[CH:37]=[CH:36][C:35]=4[F:44])=[O:32])=[C:26]([Cl:45])[CH:25]=3)[CH:9]=[C:10]([CH:11]3[CH2:16][CH2:15][NH:14][CH2:13][CH2:12]3)[N:6]2[N:5]=[CH:4][N:3]=1. (3) The reactants are [N+:1]([C:4]1[CH:9]=[CH:8][C:7](B(O)O)=[CH:6][CH:5]=1)([O-:3])=[O:2].[C:13]([O:17][C:18]([N:20]1[CH2:25][CH:24]=[C:23](C2C=CC(N)=CC=2)[CH2:22][CH2:21]1)=[O:19])([CH3:16])([CH3:15])[CH3:14]. The catalyst is CCOC(C)=O. The product is [C:13]([O:17][C:18]([N:20]1[CH2:21][CH:22]=[C:23]([C:7]2[CH:8]=[CH:9][C:4]([N+:1]([O-:3])=[O:2])=[CH:5][CH:6]=2)[CH2:24][CH2:25]1)=[O:19])([CH3:16])([CH3:14])[CH3:15]. The yield is 0.900. (4) The reactants are [C:1]1(B(O)O)[C:10]2[C:5](=[CH:6][CH:7]=[CH:8][CH:9]=2)[CH:4]=[CH:3][CH:2]=1.C([O-])([O-])=O.[Na+].[Na+].Br[C:21]1[CH:26]=[CH:25][CH:24]=[C:23]([CH:27]=[O:28])[N:22]=1. The catalyst is C1(C)C=CC=CC=1.C1C=CC([P]([Pd]([P](C2C=CC=CC=2)(C2C=CC=CC=2)C2C=CC=CC=2)([P](C2C=CC=CC=2)(C2C=CC=CC=2)C2C=CC=CC=2)[P](C2C=CC=CC=2)(C2C=CC=CC=2)C2C=CC=CC=2)(C2C=CC=CC=2)C2C=CC=CC=2)=CC=1. The product is [CH:27]([C:23]1[CH:24]=[CH:25][CH:26]=[C:21]([C:1]2[C:10]3[C:5](=[CH:6][CH:7]=[CH:8][CH:9]=3)[CH:4]=[CH:3][CH:2]=2)[N:22]=1)=[O:28]. The yield is 0.870. (5) The reactants are N[C:2]1[CH:3]=[C:4]([NH:17][C:18](=[O:20])[CH3:19])[CH:5]=[CH:6][C:7]=1[C:8]([CH3:16])([CH3:15])[CH2:9][O:10][CH2:11][CH2:12][O:13][CH3:14].N([O-])=[O:22].[Na+]. The catalyst is OS(O)(=O)=O. The product is [OH:22][C:2]1[CH:3]=[C:4]([NH:17][C:18](=[O:20])[CH3:19])[CH:5]=[CH:6][C:7]=1[C:8]([CH3:16])([CH3:15])[CH2:9][O:10][CH2:11][CH2:12][O:13][CH3:14]. The yield is 0.380. (6) The reactants are [N+]([O-])([O-])=O.[Ce+4].[NH4+].[N+]([O-])([O-])=O.[N+]([O-])([O-])=O.[N+]([O-])([O-])=O.[N+]([O-])([O-])=O.C(=O)(O)[O-].[Na+].[C:28]1([O:33][Si](C)(C)C)[CH2:32][CH2:31][CH2:30][CH:29]=1.C[Si](C)(C)[O:40][C:41]([CH3:43])=[CH2:42]. The catalyst is C(#N)C.O. The product is [O:40]=[C:41]([CH3:43])[CH2:42][CH:29]1[CH2:30][CH2:31][CH2:32][C:28]1=[O:33]. The yield is 0.491. (7) The reactants are [CH3:1][O:2][C:3]1[CH:4]=[C:5]2[C:10](=[CH:11][C:12]=1[O:13][CH3:14])[NH:9][C:8](=O)[CH2:7][CH2:6]2.C[Si]([N-][Si](C)(C)C)(C)C.[Na+].P(Cl)(OCC)(OCC)=O.[N+:35]([CH2:37][C:38]([O:40][CH2:41][CH3:42])=[O:39])#[C-:36].C(O)(=O)CC(CC(O)=O)(C(O)=O)O. The catalyst is O1CCCC1. The product is [CH2:41]([O:40][C:38]([C:37]1[N:35]=[CH:36][N:9]2[C:10]3[C:5](=[CH:4][C:3]([O:2][CH3:1])=[C:12]([O:13][CH3:14])[CH:11]=3)[CH2:6][CH2:7][C:8]=12)=[O:39])[CH3:42]. The yield is 0.608. (8) The reactants are [C:1]([O:5][C:6]([NH:8][C@H:9]1[CH2:14][CH2:13][CH2:12][CH2:11][C@H:10]1[NH:15][C:16]1[N:21]=[C:20]([CH3:22])[C:19]([C:23](OC)=[O:24])=[C:18]([NH:27][C:28]2[CH:29]=[C:30]([CH3:34])[CH:31]=[CH:32][CH:33]=2)[N:17]=1)=[O:7])([CH3:4])([CH3:3])[CH3:2].[Se](=O)=O.[CH3:38][O:39][C:40]1[CH:45]=[C:44]([O:46][CH3:47])[CH:43]=[CH:42][C:41]=1[CH2:48][NH2:49].C([BH3-])#N.[Na+]. The catalyst is O1CCOCC1.CO. The product is [CH3:38][O:39][C:40]1[CH:45]=[C:44]([O:46][CH3:47])[CH:43]=[CH:42][C:41]=1[CH2:48][N:49]1[C:23](=[O:24])[C:19]2[C:18]([NH:27][C:28]3[CH:29]=[C:30]([CH3:34])[CH:31]=[CH:32][CH:33]=3)=[N:17][C:16]([NH:15][C@@H:10]3[CH2:11][CH2:12][CH2:13][CH2:14][C@@H:9]3[NH:8][C:6](=[O:7])[O:5][C:1]([CH3:3])([CH3:4])[CH3:2])=[N:21][C:20]=2[CH2:22]1. The yield is 0.370. (9) The reactants are [N:1]1([C:7]2[C:8]3[N:9]([CH:23]=[C:24]([CH2:26][O:27][C:28]4[CH:37]=[CH:36][C:35]5[C:30](=[CH:31][CH:32]=[CH:33][CH:34]=5)[N:29]=4)[N:25]=3)[C:10]([C:13]3[CH:14]=[CH:15][C:16]([C:19]([O:21]C)=[O:20])=[N:17][CH:18]=3)=[CH:11][N:12]=2)[CH2:6][CH2:5][O:4][CH2:3][CH2:2]1.[Li+].[OH-].Cl. The catalyst is C1COCC1.O. The product is [N:1]1([C:7]2[C:8]3[N:9]([CH:23]=[C:24]([CH2:26][O:27][C:28]4[CH:37]=[CH:36][C:35]5[C:30](=[CH:31][CH:32]=[CH:33][CH:34]=5)[N:29]=4)[N:25]=3)[C:10]([C:13]3[CH:14]=[CH:15][C:16]([C:19]([OH:21])=[O:20])=[N:17][CH:18]=3)=[CH:11][N:12]=2)[CH2:2][CH2:3][O:4][CH2:5][CH2:6]1. The yield is 0.720.